From a dataset of NCI-60 drug combinations with 297,098 pairs across 59 cell lines. Regression. Given two drug SMILES strings and cell line genomic features, predict the synergy score measuring deviation from expected non-interaction effect. Drug 1: CN(CC1=CN=C2C(=N1)C(=NC(=N2)N)N)C3=CC=C(C=C3)C(=O)NC(CCC(=O)O)C(=O)O. Drug 2: C1=NC2=C(N=C(N=C2N1C3C(C(C(O3)CO)O)F)Cl)N. Cell line: KM12. Synergy scores: CSS=10.3, Synergy_ZIP=-6.83, Synergy_Bliss=-4.70, Synergy_Loewe=-23.3, Synergy_HSA=-5.95.